From a dataset of Forward reaction prediction with 1.9M reactions from USPTO patents (1976-2016). Predict the product of the given reaction. (1) Given the reactants [Cl:1][C:2]1[CH:3]=[C:4]([CH:21]=[CH:22][CH:23]=1)[CH2:5][NH:6][C:7]1[N:20]=[C:10]2[C:11]([O:18][CH3:19])=[CH:12][C:13]([C:15]([OH:17])=O)=[CH:14][N:9]2[N:8]=1.[F:24][CH:25]([F:36])[CH:26]1[NH:31][CH2:30][C:29]([CH2:33][CH2:34][OH:35])([CH3:32])[O:28][CH2:27]1.C(N(CC)C(C)C)(C)C.CN(C(ON1N=NC2C=CC=NC1=2)=[N+](C)C)C.F[P-](F)(F)(F)(F)F, predict the reaction product. The product is: [Cl:1][C:2]1[CH:3]=[C:4]([CH:21]=[CH:22][CH:23]=1)[CH2:5][NH:6][C:7]1[N:20]=[C:10]2[C:11]([O:18][CH3:19])=[CH:12][C:13]([C:15]([N:31]3[CH:26]([CH:25]([F:24])[F:36])[CH2:27][O:28][C:29]([CH2:33][CH2:34][OH:35])([CH3:32])[CH2:30]3)=[O:17])=[CH:14][N:9]2[N:8]=1. (2) Given the reactants [C:1]([O:5][CH3:6])(=[O:4])[CH:2]=[CH2:3].[CH2:7]([NH2:9])[CH3:8], predict the reaction product. The product is: [CH3:6][O:5][C:1](=[O:4])[CH2:2][CH2:3][NH:9][CH2:7][CH3:8]. (3) Given the reactants C([S:4][CH:5]1[CH2:8][N:7]([C:9]2[S:10][CH:11]=[C:12]([C:14](=[O:23])[N:15]([CH2:19][C:20](=[O:22])[NH2:21])[CH:16]([CH3:18])[CH3:17])[N:13]=2)[CH2:6]1)(=O)C.C(O)(=O)C.NN.C1(P(O[C:45]2[C@H:46]([CH3:69])[C@H:47]3[C@@H:64]([C@H:65]([OH:67])[CH3:66])[C:63](=[O:68])[N:48]3[C:49]=2[C:50]([O:52][CH2:53][C:54]2[CH:59]=[CH:58][C:57]([N+:60]([O-:62])=[O:61])=[CH:56][CH:55]=2)=[O:51])(C2C=CC=CC=2)=O)C=CC=CC=1.C(N(C(C)C)CC)(C)C.C(=O)([O-])O.[Na+], predict the reaction product. The product is: [C:20]([CH2:19][N:15]([CH:16]([CH3:18])[CH3:17])[C:14]([C:12]1[N:13]=[C:9]([N:7]2[CH2:6][CH:5]([S:4][C:45]3[C@H:46]([CH3:69])[C@@H:47]4[C@@H:64]([C@H:65]([OH:67])[CH3:66])[C:63](=[O:68])[N:48]4[C:49]=3[C:50]([O:52][CH2:53][C:54]3[CH:59]=[CH:58][C:57]([N+:60]([O-:62])=[O:61])=[CH:56][CH:55]=3)=[O:51])[CH2:8]2)[S:10][CH:11]=1)=[O:23])(=[O:22])[NH2:21]. (4) Given the reactants C([O:8][C@:9]12[C@@H:16]([CH2:17][O:18]CC3C=CC=CC=3)[O:15][C@@H:14]([N:26]3[CH:34]=[C:32]([CH3:33])[C:30](=[O:31])[NH:29][C:27]3=[O:28])[C@@:13]1([O:35][CH3:36])[O:12][CH2:11][CH2:10]2)C1C=CC=CC=1.C, predict the reaction product. The product is: [OH:8][C@:9]12[C@@H:16]([CH2:17][OH:18])[O:15][C@@H:14]([N:26]3[CH:34]=[C:32]([CH3:33])[C:30](=[O:31])[NH:29][C:27]3=[O:28])[C@@:13]1([O:35][CH3:36])[O:12][CH2:11][CH2:10]2. (5) Given the reactants Br.[Br:2][C:3]1[CH:7]=[N:6][N:5]2[CH2:8][CH2:9][NH:10][C:4]=12.[H-].[Na+].[C:13](O[C:13]([O:15][C:16]([CH3:19])([CH3:18])[CH3:17])=[O:14])([O:15][C:16]([CH3:19])([CH3:18])[CH3:17])=[O:14].O, predict the reaction product. The product is: [Br:2][C:3]1[CH:7]=[N:6][N:5]2[CH2:8][CH2:9][N:10]([C:13]([O:15][C:16]([CH3:19])([CH3:18])[CH3:17])=[O:14])[C:4]=12. (6) Given the reactants [Br:1][C:2]1[C:3]2[N:4]([C:9](C(O)=O)=[C:10]([S:12][CH3:13])[N:11]=2)[CH:5]=[C:6]([CH3:8])[CH:7]=1.C1(P(N=[N+]=[N-])(C2C=CC=CC=2)=[O:24])C=CC=CC=1.C([N:36]([CH2:39]C)CC)C.[C:41]([OH:45])([CH3:44])([CH3:43])[CH3:42], predict the reaction product. The product is: [Br:1][C:2]1[C:3]2[N:4]([C:9]([NH:36][C:39](=[O:24])[O:45][C:41]([CH3:44])([CH3:43])[CH3:42])=[C:10]([S:12][CH3:13])[N:11]=2)[CH:5]=[C:6]([CH3:8])[CH:7]=1. (7) The product is: [C:1]([O:9][CH2:10][C:11]1[S:13][CH:20]=[C:21]([C:23]2[CH:28]=[CH:27][C:26]([OH:29])=[CH:25][CH:24]=2)[N:12]=1)(=[O:8])[C:2]1[CH:7]=[CH:6][CH:5]=[CH:4][CH:3]=1. Given the reactants [C:1]([O:9][CH2:10][C:11](=[S:13])[NH2:12])(=[O:8])[C:2]1[CH:7]=[CH:6][CH:5]=[CH:4][CH:3]=1.C(=O)([O-])O.[Na+].Br[CH2:20][C:21]([C:23]1[CH:28]=[CH:27][C:26]([OH:29])=[CH:25][CH:24]=1)=O.C(O)C, predict the reaction product.